This data is from Retrosynthesis with 50K atom-mapped reactions and 10 reaction types from USPTO. The task is: Predict the reactants needed to synthesize the given product. (1) Given the product CCC(=O)N1CC[C@@H](NC(=O)c2c(C)[nH]c3c(-c4ccc(OC)cc4OCC4CC4)ncnc23)C1, predict the reactants needed to synthesize it. The reactants are: CCC(=O)Cl.COc1ccc(-c2ncnc3c(C(=O)N[C@@H]4CCNC4)c(C)[nH]c23)c(OCC2CC2)c1. (2) Given the product CCOC(=O)CCc1ccc(OCC)nc1Oc1ccc(Cl)cc1Cl, predict the reactants needed to synthesize it. The reactants are: CCOC(=O)/C=C/c1ccc(OCC)nc1Oc1ccc(Cl)cc1Cl. (3) Given the product Cc1ncc(C2(CNC(=O)c3cccc(Cl)c3Cl)CCCO2)cn1, predict the reactants needed to synthesize it. The reactants are: Cc1ncc(C2(CN)CCCO2)cn1.O=C(O)c1cccc(Cl)c1Cl. (4) Given the product Cn1nccc1Oc1ncc(Sc2cccc(C3(C(N)=O)CCOCC3)c2)cc1Cl, predict the reactants needed to synthesize it. The reactants are: Cn1nccc1O.NC(=O)C1(c2cccc(Sc3cnc(Cl)c(Cl)c3)c2)CCOCC1. (5) Given the product OCC(CCl)=NNC1=Nc2ccc(Br)cc2C(c2ccccc2)=NC1, predict the reactants needed to synthesize it. The reactants are: NNC1=Nc2ccc(Br)cc2C(c2ccccc2)=NC1.O=C(CO)CCl. (6) The reactants are: CS(=O)(=O)N1CCC(CC(=O)Nc2ccc(Br)cn2)CC1.OB(O)c1cc(F)cc(F)c1. Given the product CS(=O)(=O)N1CCC(CC(=O)Nc2ccc(-c3cc(F)cc(F)c3)cn2)CC1, predict the reactants needed to synthesize it. (7) The reactants are: COc1ccc(Nc2cc(-c3ccccc3)nc(N)n2)cc1Cl.O=C(OC(=O)C(F)(F)F)C(F)(F)F. Given the product COc1ccc(Nc2cc(-c3ccccc3)nc(NC(=O)C(F)(F)F)n2)cc1Cl, predict the reactants needed to synthesize it. (8) Given the product O=C(Nc1ccc(Oc2ccc3c(c2)CCN3CC(=O)N2CCN(Cc3ccc4c(c3)OCO4)CC2)nc1)c1ccc(Cl)c(Cl)c1, predict the reactants needed to synthesize it. The reactants are: Nc1ccc(Oc2ccc3c(c2)CCN3CC(=O)N2CCN(Cc3ccc4c(c3)OCO4)CC2)nc1.O=C(Cl)c1ccc(Cl)c(Cl)c1. (9) Given the product Cc1cc(C)c(N2CCN(C(=O)c3ccc(N4CCCC4=O)cc3C#N)CC2)nc1C, predict the reactants needed to synthesize it. The reactants are: Cc1cc(C)c(N2CCN(C(=O)c3ccc(Br)cc3C#N)CC2)nc1C.O=C1CCCN1. (10) Given the product C[C@H](NCCc1ccc(OCC(=O)O)cc1)[C@H](O)c1ccc(O)cc1, predict the reactants needed to synthesize it. The reactants are: CCOC(=O)COc1ccc(CCN[C@@H](C)[C@H](O)c2ccc(O)cc2)cc1.